This data is from Forward reaction prediction with 1.9M reactions from USPTO patents (1976-2016). The task is: Predict the product of the given reaction. (1) Given the reactants [C:1]([O:5][C:6](=[O:43])[CH2:7][N:8]([CH2:33][C:34]1[CH:42]=[CH:41][C:37]([C:38]([OH:40])=[O:39])=[CH:36][CH:35]=1)[C:9](=[O:32])[C:10]1[CH:15]=[CH:14][C:13]([NH:16][C:17](=[O:31])[CH2:18][C:19]2[CH:24]=[CH:23][C:22]([O:25][CH3:26])=[CH:21][C:20]=2[C:27]([F:30])([F:29])[F:28])=[CH:12][CH:11]=1)([CH3:4])([CH3:3])[CH3:2].Br[CH2:45][C:46]([C:48]1[CH:53]=[CH:52][C:51]([C:54]2[CH:59]=[CH:58][C:57]([CH3:60])=[CH:56][CH:55]=2)=[CH:50][CH:49]=1)=[O:47].CCN(C(C)C)C(C)C, predict the reaction product. The product is: [C:1]([O:5][C:6](=[O:43])[CH2:7][N:8]([CH2:33][C:34]1[CH:42]=[CH:41][C:37]([C:38]([O:40][CH2:45][C:46]([C:48]2[CH:53]=[CH:52][C:51]([C:54]3[CH:59]=[CH:58][C:57]([CH3:60])=[CH:56][CH:55]=3)=[CH:50][CH:49]=2)=[O:47])=[O:39])=[CH:36][CH:35]=1)[C:9](=[O:32])[C:10]1[CH:11]=[CH:12][C:13]([NH:16][C:17](=[O:31])[CH2:18][C:19]2[CH:24]=[CH:23][C:22]([O:25][CH3:26])=[CH:21][C:20]=2[C:27]([F:28])([F:29])[F:30])=[CH:14][CH:15]=1)([CH3:4])([CH3:2])[CH3:3]. (2) Given the reactants C(N(CC)CC)C.[CH2:8]([O:10][C:11](=[O:23])[CH2:12][CH2:13][CH2:14][CH2:15][CH2:16][CH2:17][C:18](OCC)=[NH:19])[CH3:9].[C:24]([NH:32][NH2:33])(=[O:31])[C:25]1[CH:30]=[CH:29][CH:28]=[CH:27][CH:26]=1, predict the reaction product. The product is: [CH2:8]([O:10][C:11](=[O:23])[CH2:12][CH2:13][CH2:14][CH2:15][CH2:16][CH2:17][C:18]([NH2:19])=[N:33][NH:32][C:24](=[O:31])[C:25]1[CH:30]=[CH:29][CH:28]=[CH:27][CH:26]=1)[CH3:9]. (3) Given the reactants I[C:2]1[CH:3]=[C:4]([C:20]([O:22][CH2:23][CH3:24])=[O:21])[C:5](=[O:19])[N:6]([C:9]2[CH:14]=[CH:13][CH:12]=[C:11]([C:15]([F:18])([F:17])[F:16])[CH:10]=2)[C:7]=1[CH3:8].C([O-])(=O)C.[C:29]([C:31]1[CH:36]=[CH:35][C:34]([N:37]2[C:41](C3C=C(C(NCC[N+]4(C)CCCC4)=O)C(=O)N(C4C=CC=C(C(F)(F)F)C=4)C=3C)=[CH:40][CH:39]=[N:38]2)=[CH:33][CH:32]=1)#[N:30].O.O.O.P([O-])([O-])(O)=O.[K+].[K+].CC1(C)C(C)(C)OB(C2N(C3C=CC(C#N)=CC=3)N=CC=2)O1, predict the reaction product. The product is: [C:29]([C:31]1[CH:32]=[CH:33][C:34]([N:37]2[C:41]([C:2]3[CH:3]=[C:4]([C:20]([O:22][CH2:23][CH3:24])=[O:21])[C:5](=[O:19])[N:6]([C:9]4[CH:14]=[CH:13][CH:12]=[C:11]([C:15]([F:18])([F:17])[F:16])[CH:10]=4)[C:7]=3[CH3:8])=[CH:40][CH:39]=[N:38]2)=[CH:35][CH:36]=1)#[N:30]. (4) Given the reactants [F:1][C:2]([F:21])([F:20])[C:3]([NH:5][C:6]1[CH:11]=[C:10]([C:12]([F:15])([F:14])[F:13])[CH:9]=[C:8]([CH2:16][CH2:17][CH2:18][OH:19])[CH:7]=1)=[O:4].NC1C=CC=CC=1.CC(OI1(OC(C)=O)(OC(C)=O)OC(=O)C2C=CC=CC1=2)=O, predict the reaction product. The product is: [F:1][C:2]([F:20])([F:21])[C:3]([NH:5][C:6]1[CH:11]=[C:10]([C:12]([F:13])([F:15])[F:14])[CH:9]=[C:8]([CH2:16][CH2:17][CH:18]=[O:19])[CH:7]=1)=[O:4]. (5) The product is: [NH:8]1[CH2:12][CH2:11][CH2:10][C@H:9]1[CH2:13][O:14][C:15]1[CH:24]=[CH:23][C:18]([C:19]([O:21][CH3:22])=[O:20])=[CH:17][C:16]=1[C:25]([O:27][CH3:28])=[O:26]. Given the reactants C(OC([N:8]1[CH2:12][CH2:11][CH2:10][C@H:9]1[CH2:13][O:14][C:15]1[CH:24]=[CH:23][C:18]([C:19]([O:21][CH3:22])=[O:20])=[CH:17][C:16]=1[C:25]([O:27][CH3:28])=[O:26])=O)(C)(C)C.C(O)(C(F)(F)F)=O, predict the reaction product. (6) The product is: [ClH:36].[CH3:24][CH:25]([CH3:35])[CH2:26][N:27]([CH2:28][CH2:29][C:30]([O:32][CH2:33][CH3:34])=[O:31])[C:11]([C:9]1[CH:8]=[CH:7][C:6]2[N:2]([CH3:1])[C:3]([CH2:14][S:15][C:16]3[CH:21]=[CH:20][C:19]([C:22](=[NH:23])[NH2:41])=[CH:18][CH:17]=3)=[N:4][C:5]=2[CH:10]=1)=[O:12]. Given the reactants [CH3:1][N:2]1[C:6]2[CH:7]=[CH:8][C:9]([C:11](O)=[O:12])=[CH:10][C:5]=2[N:4]=[C:3]1[CH2:14][S:15][C:16]1[CH:21]=[CH:20][C:19]([C:22]#[N:23])=[CH:18][CH:17]=1.[CH3:24][CH:25]([CH3:35])[CH2:26][N-:27][CH2:28][CH2:29][C:30]([O:32][CH2:33][CH3:34])=[O:31].[ClH:36].C(=O)([O-])[O-].[NH4+:41].[NH4+].C(OCC)(=O)C.C(O)C.N, predict the reaction product. (7) Given the reactants [F:1][C:2]1[CH:21]=[CH:20][C:5]2[C:6]([C:9]3[CH:14]=[CH:13][CH:12]=[C:11]([O:15][CH2:16][C@H:17]4[CH2:19][O:18]4)[CH:10]=3)=[N:7][O:8][C:4]=2[CH:3]=1.C(O)C.[C:25]1([CH2:31][CH2:32][NH2:33])[CH2:30][CH2:29][CH2:28][CH2:27][CH:26]=1, predict the reaction product. The product is: [C:25]1([CH2:31][CH2:32][NH:33][CH2:19][C@@H:17]([OH:18])[CH2:16][O:15][C:11]2[CH:12]=[CH:13][CH:14]=[C:9]([C:6]3[C:5]4[CH:20]=[CH:21][C:2]([F:1])=[CH:3][C:4]=4[O:8][N:7]=3)[CH:10]=2)[CH2:30][CH2:29][CH2:28][CH2:27][CH:26]=1. (8) Given the reactants [Cl:1][C:2]1[CH:3]=[CH:4][C:5]([N+:10]([O-:12])=[O:11])=[C:6]([CH:9]=1)[NH:7][CH3:8].C(N(CC)CC)C.[C:20](Cl)(=[O:23])[CH2:21][CH3:22].C(=O)(O)[O-].[Na+], predict the reaction product. The product is: [Cl:1][C:2]1[CH:3]=[CH:4][C:5]([N+:10]([O-:12])=[O:11])=[C:6]([N:7]([CH3:8])[C:20](=[O:23])[CH2:21][CH3:22])[CH:9]=1. (9) Given the reactants [CH3:1][O:2][C:3](=[O:38])[CH2:4][CH2:5][C:6]1[CH:11]=[CH:10][C:9]([O:12][CH2:13][CH:14]([C:16]2[N:17]=[C:18]([C:22]3[CH:27]=[CH:26][C:25](B4OC(C)(C)C(C)(C)O4)=[CH:24][CH:23]=3)[S:19][C:20]=2[CH3:21])[CH3:15])=[CH:8][C:7]=1[CH3:37].Br[C:40]1[N:45]=[CH:44][CH:43]=[CH:42][N:41]=1.C(=O)([O-])[O-].[Na+].[Na+], predict the reaction product. The product is: [CH3:1][O:2][C:3](=[O:38])[CH2:4][CH2:5][C:6]1[CH:11]=[CH:10][C:9]([O:12][CH2:13][CH:14]([C:16]2[N:17]=[C:18]([C:22]3[CH:27]=[CH:26][C:25]([C:40]4[N:45]=[CH:44][CH:43]=[CH:42][N:41]=4)=[CH:24][CH:23]=3)[S:19][C:20]=2[CH3:21])[CH3:15])=[CH:8][C:7]=1[CH3:37].